Dataset: Full USPTO retrosynthesis dataset with 1.9M reactions from patents (1976-2016). Task: Predict the reactants needed to synthesize the given product. (1) Given the product [O:17]=[C:18]([CH3:22])[CH:19]([CH2:1][C:6]1[CH:5]=[CH:4][CH:3]=[CH:2][N:7]=1)[C:20]#[N:21], predict the reactants needed to synthesize it. The reactants are: [C:1]1(N)[C:2]([NH2:7])=[CH:3][CH:4]=[CH:5][CH:6]=1.N1CCC[C@H]1C(O)=O.[O:17]=[C:18]([CH3:22])[CH2:19][C:20]#[N:21].N1C=CC=CC=1C=O. (2) Given the product [Br:5][C:6]1[C:11]([O:12][CH3:13])=[CH:10][CH:9]=[C:8]([CH2:14][CH3:15])[N:7]=1, predict the reactants needed to synthesize it. The reactants are: P(Br)(Br)Br.[Br:5][C:6]1[C:11]([O:12][CH3:13])=[CH:10][CH:9]=[C:8]([CH2:14][CH3:15])[N+:7]=1[O-].[OH-].[Na+]. (3) Given the product [CH2:23]([C:20]1[CH:21]=[CH:22][C:17]([O:16][CH2:15][CH2:14][S:12][C:10]2[N:11]=[C:4]3[N:3]=[C:2]([CH3:1])[CH:7]=[C:6]([CH3:8])[N:5]3[N:9]=2)=[CH:18][CH:19]=1)[CH3:24].[Br:13][CH2:14][CH2:15][O:16][C:17]1[CH:22]=[CH:21][C:20]([CH2:23][CH3:24])=[CH:19][CH:18]=1, predict the reactants needed to synthesize it. The reactants are: [CH3:1][C:2]1[CH:7]=[C:6]([CH3:8])[N:5]2[N:9]=[C:10]([SH:12])[N:11]=[C:4]2[N:3]=1.[Br:13][CH2:14][CH2:15][O:16][C:17]1[CH:22]=[CH:21][C:20]([CH2:23][CH3:24])=[CH:19][CH:18]=1.ClC1C=CC(OCCBr)=CC=1F.C(C1C=CC(O)=CC=1)C.BrCCBr. (4) Given the product [Br:1][C:2]1[CH:3]=[CH:4][C:5]([F:16])=[C:6]([C:8]2([CH3:15])[CH2:9][O:10][CH2:11][C:12]([NH2:23])=[N:13]2)[CH:7]=1, predict the reactants needed to synthesize it. The reactants are: [Br:1][C:2]1[CH:3]=[CH:4][C:5]([F:16])=[C:6]([C:8]2([CH3:15])[NH:13][C:12](=S)[CH2:11][O:10][CH2:9]2)[CH:7]=1.C(OO)(C)(C)C.[NH4+:23].[OH-].